This data is from NCI-60 drug combinations with 297,098 pairs across 59 cell lines. The task is: Regression. Given two drug SMILES strings and cell line genomic features, predict the synergy score measuring deviation from expected non-interaction effect. Drug 1: C1CN1P(=S)(N2CC2)N3CC3. Drug 2: CC1C(C(CC(O1)OC2CC(CC3=C2C(=C4C(=C3O)C(=O)C5=CC=CC=C5C4=O)O)(C(=O)C)O)N)O. Cell line: M14. Synergy scores: CSS=44.0, Synergy_ZIP=1.78, Synergy_Bliss=4.02, Synergy_Loewe=-24.1, Synergy_HSA=5.18.